From a dataset of Full USPTO retrosynthesis dataset with 1.9M reactions from patents (1976-2016). Predict the reactants needed to synthesize the given product. (1) Given the product [NH2:41][C:39](=[O:40])[CH2:38][CH2:37][NH:36][C:16]([C@@H:9]1[CH2:10][C:11](=[N:13][O:14][CH3:15])[CH2:12][N:8]1[C:6]([C:29]1[CH:30]=[CH:31][C:26]([C:21]2[CH:22]=[CH:23][CH:24]=[CH:25][C:20]=2[CH3:19])=[CH:27][C:28]=1[CH3:35])=[O:7])=[O:18], predict the reactants needed to synthesize it. The reactants are: C(O[C:6]([N:8]1[CH2:12][C:11](=[N:13][O:14][CH3:15])[CH2:10][C@H:9]1[C:16]([OH:18])=O)=[O:7])(C)(C)C.[CH3:19][C:20]1[CH:25]=[CH:24][CH:23]=[CH:22][C:21]=1[C:26]1[CH:31]=[CH:30][C:29](C(O)=O)=[C:28]([CH3:35])[CH:27]=1.[NH2:36][CH2:37][CH2:38][C:39]([NH2:41])=[O:40]. (2) Given the product [C:25]([O:28][C:29]([N:9]1[CH2:8][CH2:7][C:6]2[CH:13]=[C:2]([Cl:1])[CH:3]=[CH:4][C:5]=2[CH2:11][CH2:10]1)=[O:30])([CH3:27])([CH3:26])[CH3:24], predict the reactants needed to synthesize it. The reactants are: [Cl:1][C:2]1[CH:3]=[CH:4][C:5]2[CH2:11][CH2:10][NH:9][C:8](=O)[CH2:7][C:6]=2[CH:13]=1.CSC.CCN(CC)CC.[CH3:24][C:25]([O:28][C:29](O[C:29]([O:28][C:25]([CH3:27])([CH3:26])[CH3:24])=[O:30])=[O:30])([CH3:27])[CH3:26].